Dataset: Catalyst prediction with 721,799 reactions and 888 catalyst types from USPTO. Task: Predict which catalyst facilitates the given reaction. (1) Reactant: [H-].[Na+].[NH2:3][CH2:4][C:5]([OH:7])=O.Br[CH2:9][CH2:10][CH2:11][CH3:12]. Product: [CH2:9]([N:3]1[CH2:4][C:5](=[O:7])[N:3]([CH2:9][CH2:10][CH2:11][CH3:12])[CH2:4][C:5]1=[O:7])[CH2:10][CH2:11][CH3:12]. The catalyst class is: 3. (2) Reactant: [C:1]([O:5][C:6]([N:8]([C:42]([O:44][C:45]([CH3:48])([CH3:47])[CH3:46])=[O:43])[C:9]1[N:10]=[CH:11][C:12]([CH:36]2[CH2:38][CH:37]2[C:39]([OH:41])=O)=[N:13][C:14]=1[C:15]1[O:16][C:17]([C:20]2[CH:25]=[CH:24][C:23]([CH2:26][N:27]([C:29]([O:31][C:32]([CH3:35])([CH3:34])[CH3:33])=[O:30])[CH3:28])=[CH:22][CH:21]=2)=[N:18][N:19]=1)=[O:7])([CH3:4])([CH3:3])[CH3:2].[NH:49]1[CH2:53][CH2:52][C@@H:51]([NH:54][C:55](=[O:61])[O:56][C:57]([CH3:60])([CH3:59])[CH3:58])[CH2:50]1.CN(C(ON1N=NC2C=CC=NC1=2)=[N+](C)C)C.F[P-](F)(F)(F)(F)F.CCN(C(C)C)C(C)C. Product: [C:45]([O:44][C:42]([N:8]([C:6]([O:5][C:1]([CH3:3])([CH3:2])[CH3:4])=[O:7])[C:9]1[C:14]([C:15]2[O:16][C:17]([C:20]3[CH:25]=[CH:24][C:23]([CH2:26][N:27]([CH3:28])[C:29](=[O:30])[O:31][C:32]([CH3:33])([CH3:34])[CH3:35])=[CH:22][CH:21]=3)=[N:18][N:19]=2)=[N:13][C:12]([CH:36]2[CH2:38][CH:37]2[C:39]([N:49]2[CH2:53][CH2:52][C@@H:51]([NH:54][C:55]([O:56][C:57]([CH3:60])([CH3:59])[CH3:58])=[O:61])[CH2:50]2)=[O:41])=[CH:11][N:10]=1)=[O:43])([CH3:48])([CH3:46])[CH3:47]. The catalyst class is: 31. (3) Reactant: [Cl:1][C:2]1[CH:10]=[C:9]2[C:5]([CH2:6][C:7](=O)[NH:8]2)=[CH:4][CH:3]=1.CNCCNC.P([O-])([O-])([O-])=O.[K+].[K+].[K+].Br[C:27]1[CH:28]=[N:29][N:30]([CH2:32][CH2:33][CH3:34])[CH:31]=1. Product: [Cl:1][C:2]1[CH:10]=[C:9]2[C:5]([CH:6]=[CH:7][N:8]2[C:27]2[CH:28]=[N:29][N:30]([CH2:32][CH2:33][CH3:34])[CH:31]=2)=[CH:4][CH:3]=1. The catalyst class is: 432. (4) Reactant: [O:1]=[C:2]1[N:10]([CH2:11][CH2:12][CH3:13])[C:9]2[N:8]=[C:7]([C:14]34[CH2:21][CH2:20][C:17]([CH2:22][CH2:23][C:24](O)=[O:25])([CH2:18][CH2:19]3)[CH2:16][CH2:15]4)[NH:6][C:5]=2[C:4](=[O:27])[N:3]1[CH2:28][CH2:29][CH3:30]. Product: [OH:25][CH2:24][CH2:23][CH2:22][C:17]12[CH2:16][CH2:15][C:14]([C:7]3[NH:6][C:5]4[C:4](=[O:27])[N:3]([CH2:28][CH2:29][CH3:30])[C:2](=[O:1])[N:10]([CH2:11][CH2:12][CH3:13])[C:9]=4[N:8]=3)([CH2:21][CH2:20]1)[CH2:19][CH2:18]2. The catalyst class is: 36. (5) Product: [Cl:1][C:2]1[N:7]=[C:6]([NH:14][C:12]2[CH:13]=[N:9][NH:10][CH:11]=2)[CH:5]=[CH:4][N:3]=1. The catalyst class is: 41. Reactant: [Cl:1][C:2]1[N:7]=[C:6](Cl)[CH:5]=[CH:4][N:3]=1.[NH:9]1[CH:13]=[C:12]([NH2:14])[CH:11]=[N:10]1. (6) Reactant: [NH2:1][C:2]1[S:3][C:4]2[CH:10]=[C:9]([O:11][C:12]3[CH:13]=[C:14]([NH:20][C:21](=[O:33])[C:22]4[CH:27]=[CH:26][CH:25]=[C:24]([C:28]([C:31]#[N:32])([CH3:30])[CH3:29])[CH:23]=4)[CH:15]=[CH:16][C:17]=3[O:18][CH3:19])[CH:8]=[CH:7][C:5]=2[N:6]=1.[CH:34]1([C:37](Cl)=[O:38])[CH2:36][CH2:35]1. Product: [C:31]([C:28]([C:24]1[CH:23]=[C:22]([CH:27]=[CH:26][CH:25]=1)[C:21]([NH:20][C:14]1[CH:15]=[CH:16][C:17]([O:18][CH3:19])=[C:12]([O:11][C:9]2[CH:8]=[CH:7][C:5]3[N:6]=[C:2]([NH:1][C:37]([CH:34]4[CH2:36][CH2:35]4)=[O:38])[S:3][C:4]=3[CH:10]=2)[CH:13]=1)=[O:33])([CH3:30])[CH3:29])#[N:32]. The catalyst class is: 341.